This data is from Forward reaction prediction with 1.9M reactions from USPTO patents (1976-2016). The task is: Predict the product of the given reaction. (1) Given the reactants [Cl:1][C:2]1[CH:7]=[CH:6][C:5]([C:8]2[N:13]=[C:12](N3C=CN=C3)[N:11]3[C:19](=[O:22])[NH:20][N:21]=[C:10]3[C:9]=2[C:23]2[CH:28]=[CH:27][C:26]([Cl:29])=[CH:25][CH:24]=2)=[CH:4][CH:3]=1.C([O-])([O-])=O.[K+].[K+].Cl[CH2:37][C:38]1[CH:39]=[CH:40][C:41]([C:44]([F:47])([F:46])[F:45])=[N:42][CH:43]=1.[OH2:48], predict the reaction product. The product is: [Cl:1][C:2]1[CH:7]=[CH:6][C:5]([C:8]2[NH:13][C:12](=[O:48])[N:11]3[C:19](=[O:22])[N:20]([CH2:37][C:38]4[CH:43]=[N:42][C:41]([C:44]([F:47])([F:46])[F:45])=[CH:40][CH:39]=4)[N:21]=[C:10]3[C:9]=2[C:23]2[CH:28]=[CH:27][C:26]([Cl:29])=[CH:25][CH:24]=2)=[CH:4][CH:3]=1. (2) Given the reactants [CH3:1][N:2]1[CH2:7][CH2:6][N:5]([C:8]2[C:9]3[N:10]([CH:20]=[N:21][N:22]=3)[C:11]3[C:16]([N:17]=2)=[CH:15][CH:14]=[C:13]([CH:18]=[CH2:19])[CH:12]=3)[CH2:4][CH2:3]1, predict the reaction product. The product is: [CH2:18]([C:13]1[CH:12]=[C:11]2[C:16]([N:17]=[C:8]([N:5]3[CH2:6][CH2:7][N:2]([CH3:1])[CH2:3][CH2:4]3)[C:9]3[N:10]2[CH:20]=[N:21][N:22]=3)=[CH:15][CH:14]=1)[CH3:19]. (3) Given the reactants Br[CH2:2][CH2:3][CH2:4][CH3:5].[CH:6]1([Mg]Cl)[CH:10]=[CH:9][CH:8]=[CH:7]1, predict the reaction product. The product is: [CH2:2]([C:10]1[CH2:9][CH:8]=[CH:7][CH:6]=1)[CH2:3][CH2:4][CH3:5].